From a dataset of Catalyst prediction with 721,799 reactions and 888 catalyst types from USPTO. Predict which catalyst facilitates the given reaction. (1) Product: [O:1]1[C:5]2[CH:6]=[CH:7][C:8]([C:10](=[O:12])[CH3:11])=[CH:9][C:4]=2[CH2:3][CH2:2]1. Reactant: [O:1]1[C:5]2[CH:6]=[CH:7][CH:8]=[CH:9][C:4]=2[CH2:3][CH2:2]1.[C:10](Cl)(=[O:12])[CH3:11].[Cl-].[Al+3].[Cl-].[Cl-].Cl. The catalyst class is: 4. (2) Reactant: [NH:1]1[CH2:6][CH2:5][S:4][CH2:3][CH2:2]1.C[Si]([N:11]=[C:12]=[O:13])(C)C. Product: [N:1]1([C:12]([NH2:11])=[O:13])[CH2:6][CH2:5][S:4][CH2:3][CH2:2]1. The catalyst class is: 32.